Dataset: Catalyst prediction with 721,799 reactions and 888 catalyst types from USPTO. Task: Predict which catalyst facilitates the given reaction. Reactant: CN(C(ON1N=NC2C=CC=NC1=2)=[N+](C)C)C.F[P-](F)(F)(F)(F)F.[CH3:25][C:26]1[CH:34]=[CH:33][C:29]([C:30](O)=[O:31])=[CH:28][C:27]=1[C:35]1[CH:40]=[C:39]([N:41]2[CH2:46][CH2:45][O:44][CH2:43][CH2:42]2)[C:38](=[O:47])[N:37]([CH3:48])[CH:36]=1.CCN(C(C)C)C(C)C.[NH2:58][C:59]1[CH:73]=[CH:72][C:62]([CH2:63][NH:64][C:65](=[O:71])[O:66][C:67]([CH3:70])([CH3:69])[CH3:68])=[C:61]([C:74]([F:77])([F:76])[F:75])[CH:60]=1. Product: [CH3:25][C:26]1[CH:34]=[CH:33][C:29]([C:30]([NH:58][C:59]2[CH:73]=[CH:72][C:62]([CH2:63][NH:64][C:65](=[O:71])[O:66][C:67]([CH3:70])([CH3:68])[CH3:69])=[C:61]([C:74]([F:75])([F:76])[F:77])[CH:60]=2)=[O:31])=[CH:28][C:27]=1[C:35]1[CH:40]=[C:39]([N:41]2[CH2:46][CH2:45][O:44][CH2:43][CH2:42]2)[C:38](=[O:47])[N:37]([CH3:48])[CH:36]=1. The catalyst class is: 18.